This data is from NCI-60 drug combinations with 297,098 pairs across 59 cell lines. The task is: Regression. Given two drug SMILES strings and cell line genomic features, predict the synergy score measuring deviation from expected non-interaction effect. (1) Synergy scores: CSS=28.2, Synergy_ZIP=-7.59, Synergy_Bliss=1.01, Synergy_Loewe=-1.62, Synergy_HSA=1.26. Drug 1: CC(C1=C(C=CC(=C1Cl)F)Cl)OC2=C(N=CC(=C2)C3=CN(N=C3)C4CCNCC4)N. Cell line: EKVX. Drug 2: C1=CN(C(=O)N=C1N)C2C(C(C(O2)CO)O)O.Cl. (2) Drug 1: C1=CN(C(=O)N=C1N)C2C(C(C(O2)CO)O)O.Cl. Drug 2: CCCCC(=O)OCC(=O)C1(CC(C2=C(C1)C(=C3C(=C2O)C(=O)C4=C(C3=O)C=CC=C4OC)O)OC5CC(C(C(O5)C)O)NC(=O)C(F)(F)F)O. Cell line: NCI-H226. Synergy scores: CSS=43.3, Synergy_ZIP=3.25, Synergy_Bliss=6.70, Synergy_Loewe=-7.60, Synergy_HSA=-2.65. (3) Drug 1: CN(C)N=NC1=C(NC=N1)C(=O)N. Drug 2: C1CN1P(=S)(N2CC2)N3CC3. Cell line: RXF 393. Synergy scores: CSS=7.22, Synergy_ZIP=1.71, Synergy_Bliss=4.05, Synergy_Loewe=3.60, Synergy_HSA=3.78. (4) Drug 1: C1CC(=O)NC(=O)C1N2CC3=C(C2=O)C=CC=C3N. Drug 2: CN(C)C1=NC(=NC(=N1)N(C)C)N(C)C. Cell line: SF-539. Synergy scores: CSS=2.92, Synergy_ZIP=-0.353, Synergy_Bliss=2.39, Synergy_Loewe=-0.794, Synergy_HSA=-0.111.